Dataset: Peptide-MHC class I binding affinity with 185,985 pairs from IEDB/IMGT. Task: Regression. Given a peptide amino acid sequence and an MHC pseudo amino acid sequence, predict their binding affinity value. This is MHC class I binding data. (1) The peptide sequence is FKAFVFAWF. The MHC is Mamu-B17 with pseudo-sequence Mamu-B17. The binding affinity (normalized) is 0.378. (2) The peptide sequence is YTPLNYSKF. The MHC is HLA-B35:01 with pseudo-sequence HLA-B35:01. The binding affinity (normalized) is 0.0847. (3) The binding affinity (normalized) is 0.0575. The MHC is HLA-B54:01 with pseudo-sequence HLA-B54:01. The peptide sequence is NPPVPGHIF. (4) The peptide sequence is RVATENIAV. The MHC is HLA-B08:01 with pseudo-sequence HLA-B08:01. The binding affinity (normalized) is 0.0847. (5) The peptide sequence is LLWTLVVLL. The MHC is HLA-B44:03 with pseudo-sequence HLA-B44:03. The binding affinity (normalized) is 0.140. (6) The peptide sequence is RIRTWKSLVK. The MHC is HLA-A01:01 with pseudo-sequence HLA-A01:01. The binding affinity (normalized) is 0. (7) The binding affinity (normalized) is 0.0847. The peptide sequence is SKLRALLTL. The MHC is HLA-A01:01 with pseudo-sequence HLA-A01:01. (8) The MHC is H-2-Kb with pseudo-sequence H-2-Kb. The binding affinity (normalized) is 0.598. The peptide sequence is IVVLNRDTM.